This data is from Full USPTO retrosynthesis dataset with 1.9M reactions from patents (1976-2016). The task is: Predict the reactants needed to synthesize the given product. (1) Given the product [Cl:14][C:15]1[CH:41]=[CH:40][C:39]([C:42]([F:43])([F:44])[F:45])=[CH:38][C:16]=1[C:17]([NH:19][C@H:20]1[CH2:25][CH2:24][C@H:23]([CH2:26][N:8]2[C:9]3[C:5](=[CH:4][CH:3]=[C:2]([Cl:1])[CH:10]=3)[CH2:6][C:7]2=[O:11])[CH2:22][CH2:21]1)=[O:18], predict the reactants needed to synthesize it. The reactants are: [Cl:1][C:2]1[CH:10]=[C:9]2[C:5]([CH2:6][C:7](=[O:11])[NH:8]2)=[CH:4][CH:3]=1.[H-].[Na+].[Cl:14][C:15]1[CH:41]=[CH:40][C:39]([C:42]([F:45])([F:44])[F:43])=[CH:38][C:16]=1[C:17]([NH:19][CH:20]1[CH2:25][CH2:24][CH:23]([CH2:26]OS(C2C=CC(C)=CC=2)(=O)=O)[CH2:22][CH2:21]1)=[O:18]. (2) Given the product [C:1]([O:5][C:6]([NH:8][C@H:9]([C:22]([NH:64][C@H:65]([C:67]([O:69][CH2:70][CH2:71][O:72][C:73]1[CH:78]=[CH:77][C:76]([C:79]2[C:84]([C:85]#[N:86])=[C:83]([NH:87][CH2:88][CH2:89][CH3:90])[N:82]=[C:81]([S:91][CH2:92][C:93]3[N:94]=[C:95]([C:98]4[CH:103]=[CH:102][C:101]([Cl:104])=[CH:100][CH:99]=4)[S:96][CH:97]=3)[C:80]=2[C:105]#[N:106])=[CH:75][CH:74]=1)=[O:68])[CH3:66])=[O:24])[CH2:10][CH2:11][CH2:12][CH2:13][NH:14][C:15]([O:17][C:18]([CH3:19])([CH3:20])[CH3:21])=[O:16])=[O:7])([CH3:2])([CH3:3])[CH3:4], predict the reactants needed to synthesize it. The reactants are: [C:1]([O:5][C:6]([NH:8][C@H:9]([C:22]([OH:24])=O)[CH2:10][CH2:11][CH2:12][CH2:13][NH:14][C:15]([O:17][C:18]([CH3:21])([CH3:20])[CH3:19])=[O:16])=[O:7])([CH3:4])([CH3:3])[CH3:2].O.ON1C2C=CC=CC=2N=N1.Cl.CN(C)CCCN=C=NCC.C(N(CC)C(C)C)(C)C.FC(F)(F)C(O)=O.[NH2:64][C@H:65]([C:67]([O:69][CH2:70][CH2:71][O:72][C:73]1[CH:78]=[CH:77][C:76]([C:79]2[C:84]([C:85]#[N:86])=[C:83]([NH:87][CH2:88][CH2:89][CH3:90])[N:82]=[C:81]([S:91][CH2:92][C:93]3[N:94]=[C:95]([C:98]4[CH:103]=[CH:102][C:101]([Cl:104])=[CH:100][CH:99]=4)[S:96][CH:97]=3)[C:80]=2[C:105]#[N:106])=[CH:75][CH:74]=1)=[O:68])[CH3:66]. (3) Given the product [N:1]1([C@@H:6]([C:8]2[CH:9]=[CH:10][C:11]([C:14]3[CH:19]=[CH:18][C:17]([CH:20]4[CH2:21][CH2:22][NH:23][CH2:24][CH2:25]4)=[CH:16][CH:15]=3)=[CH:12][CH:13]=2)[CH3:7])[CH2:5][CH2:4][CH2:3][CH2:2]1, predict the reactants needed to synthesize it. The reactants are: [N:1]1([C@@H:6]([C:8]2[CH:13]=[CH:12][C:11]([C:14]3[CH:19]=[CH:18][C:17]([C:20]4[CH:25]=[CH:24][N:23]=[CH:22][CH:21]=4)=[CH:16][CH:15]=3)=[CH:10][CH:9]=2)[CH3:7])[CH2:5][CH2:4][CH2:3][CH2:2]1.[H][H]. (4) Given the product [NH2:1][C:2]1[NH:7][C:6](=[O:8])[N:5]([CH3:17])[C:4](=[O:9])[CH:3]=1, predict the reactants needed to synthesize it. The reactants are: [NH2:1][C:2]1[NH:7][C:6](=[O:8])[NH:5][C:4](=[O:9])[CH:3]=1.S([O-])([O-])(=O)=O.[NH4+].[NH4+].[C:17](#N)C.IC. (5) Given the product [ClH:26].[C@H:12]12[CH2:14][C@H:9]([NH:8][CH2:13]1)[CH2:10][N:11]2[C:15]([C:17]1[NH:18][C:19]2[C:24]([CH:25]=1)=[CH:23][CH:22]=[CH:21][CH:20]=2)=[O:16], predict the reactants needed to synthesize it. The reactants are: C(OC([N:8]1[CH2:13][C@@H:12]2[CH2:14][C@H:9]1[CH2:10][N:11]2[C:15]([C:17]1[NH:18][C:19]2[C:24]([CH:25]=1)=[CH:23][CH:22]=[CH:21][CH:20]=2)=[O:16])=O)(C)(C)C.[ClH:26]. (6) Given the product [CH3:22][C:19]([CH3:21])([CH3:20])[CH2:18][N:17]1[C:10]2[N:11]=[C:12]([C:15]#[N:16])[N:13]=[CH:14][C:9]=2[CH:8]=[C:7]1[CH2:6][C:5]1[CH:4]=[CH:3][C:2]([N:1]2[CH:27]=[CH:31][CH:30]=[CH:29]2)=[CH:24][CH:23]=1, predict the reactants needed to synthesize it. The reactants are: [NH2:1][C:2]1[CH:24]=[CH:23][C:5]([CH2:6][C:7]2[N:17]([CH2:18][C:19]([CH3:22])([CH3:21])[CH3:20])[C:10]3[N:11]=[C:12]([C:15]#[N:16])[N:13]=[CH:14][C:9]=3[CH:8]=2)=[CH:4][CH:3]=1.CO[CH:27]1[CH2:31][CH2:30][CH:29](OC)O1. (7) Given the product [CH:2]1([C:5]#[C:6][C:7]2[CH:8]=[C:9]3[C:13]([CH2:12][C:11]4([CH2:20][CH2:19][CH:18]([O:21][CH3:22])[CH2:17][CH2:16]4)[C:10]3=[NH:23])=[CH:14][CH:15]=2)[CH2:3][CH2:4]1, predict the reactants needed to synthesize it. The reactants are: Cl.[CH:2]1([C:5]#[C:6][C:7]2[CH:8]=[C:9]3[C:13](=[CH:14][CH:15]=2)[CH2:12][C:11]2([CH2:20][CH2:19][CH:18]([O:21][CH3:22])[CH2:17][CH2:16]2)[C:10]3=[N:23]S(C(C)(C)C)=O)[CH2:4][CH2:3]1.